Predict the product of the given reaction. From a dataset of Forward reaction prediction with 1.9M reactions from USPTO patents (1976-2016). The product is: [OH:18][CH:2]1[CH2:1][C:4]2=[C:5]([C:6]([O:8][CH3:9])=[O:7])[CH:10]=[CH:11][C:12]([N+:15]([O-:17])=[O:16])=[C:13]2[O:14]1. Given the reactants [CH2:1]([C:4]1[C:13]([OH:14])=[C:12]([N+:15]([O-:17])=[O:16])[CH:11]=[CH:10][C:5]=1[C:6]([O:8][CH3:9])=[O:7])[CH:2]=C.[OH:18]OS([O-])=O.[K+].C1(P(C2C=CC=CC=2)C2C=CC=CC=2)C=CC=CC=1, predict the reaction product.